From a dataset of NCI-60 drug combinations with 297,098 pairs across 59 cell lines. Regression. Given two drug SMILES strings and cell line genomic features, predict the synergy score measuring deviation from expected non-interaction effect. (1) Drug 1: CN(C)C1=NC(=NC(=N1)N(C)C)N(C)C. Drug 2: C1C(C(OC1N2C=NC3=C2NC=NCC3O)CO)O. Cell line: MDA-MB-231. Synergy scores: CSS=0.722, Synergy_ZIP=0.686, Synergy_Bliss=-1.73, Synergy_Loewe=-21.5, Synergy_HSA=-5.30. (2) Drug 1: C1C(C(OC1N2C=C(C(=O)NC2=O)F)CO)O. Drug 2: C(CCl)NC(=O)N(CCCl)N=O. Cell line: U251. Synergy scores: CSS=44.2, Synergy_ZIP=-8.45, Synergy_Bliss=-2.76, Synergy_Loewe=-0.0536, Synergy_HSA=0.495.